Predict the reaction yield, written as a fraction of the theoretical maximum amount of product (1.0 means a 100% yield; for example, 0.34 means a 34% yield). From a dataset of Reaction yield outcomes from USPTO patents with 853,638 reactions. (1) The reactants are [CH3:1][N:2]1[C:10]2[CH:9]=[C:8]3[O:11][CH2:12][CH2:13][O:14][C:7]3=[CH:6][C:5]=2[C:4]([C:19]2[CH:24]=[CH:23][CH:22]=[CH:21][C:20]=2[N+:25]([O-])=O)([C:15]([O:17]C)=O)[C:3]1=[O:28]. The catalyst is [Pd].CO. The product is [CH3:1][N:2]1[C:10]2[CH:9]=[C:8]3[O:11][CH2:12][CH2:13][O:14][C:7]3=[CH:6][C:5]=2[C:4]2([C:19]3[C:20](=[CH:21][CH:22]=[CH:23][CH:24]=3)[NH:25][C:15]2=[O:17])[C:3]1=[O:28]. The yield is 0.400. (2) The reactants are [OH-].[K+].[C:3]1(/[C:9](/[C:19]2[CH:24]=[CH:23][C:22]([CH:25]=O)=[CH:21][CH:20]=2)=[C:10](/[C:13]2[CH:18]=[CH:17][CH:16]=[CH:15][CH:14]=2)\[CH2:11][CH3:12])[CH:8]=[CH:7][CH:6]=[CH:5][CH:4]=1.[CH3:27][C:28]#[N:29]. The catalyst is O. The product is [C:3]1([C:9]([C:19]2[CH:24]=[CH:23][C:22]([CH:25]=[CH:27][C:28]#[N:29])=[CH:21][CH:20]=2)=[C:10]([C:13]2[CH:18]=[CH:17][CH:16]=[CH:15][CH:14]=2)[CH2:11][CH3:12])[CH:8]=[CH:7][CH:6]=[CH:5][CH:4]=1. The yield is 0.570. (3) The reactants are [CH3:1][O:2][C:3]1[CH:4]=[C:5]2[C:10](=[CH:11][C:12]=1[O:13][CH3:14])[N:9]=[CH:8][CH:7]=[C:6]2[O:15][C:16]1[CH:22]=[CH:21][C:19]([NH2:20])=[C:18]([CH3:23])[C:17]=1[CH3:24].[CH2:25](N(CC)CC)C.[C:32](Cl)(Cl)=[S:33].[NH2:36][CH2:37][CH2:38][CH2:39][N:40]1[CH2:44][CH2:43][CH2:42][CH2:41]1. The catalyst is CN(C)C=O.C(OCC)(=O)C. The product is [CH3:1][O:2][C:3]1[CH:4]=[C:5]2[C:10](=[CH:11][C:12]=1[O:13][CH3:14])[N:9]=[CH:8][CH:7]=[C:6]2[O:15][C:16]1[CH:22]=[CH:21][C:19]([NH:20][C:32]([NH:36][CH2:37][CH2:38][CH2:39][N:40]2[CH2:44][CH2:43][CH2:42][CH2:41][CH2:25]2)=[S:33])=[C:18]([CH3:23])[C:17]=1[CH3:24]. The yield is 0.220. (4) The reactants are Cl.[NH2:2][C@@H:3]([CH2:7][C:8]1[CH:13]=[CH:12][C:11]([Br:14])=[CH:10][CH:9]=1)[CH2:4][CH2:5][OH:6].C(N(CC)C(C)C)(C)C.[C:24]([C:26]1[CH:27]=[C:28]([CH:32]=[CH:33][C:34]=1[O:35][CH:36]([CH3:38])[CH3:37])[C:29](O)=[O:30])#[N:25].CN(C(ON1N=NC2C=CC=CC1=2)=[N+](C)C)C.F[P-](F)(F)(F)(F)F. The catalyst is CN(C=O)C. The product is [Br:14][C:11]1[CH:10]=[CH:9][C:8]([CH2:7][C@H:3]([NH:2][C:29](=[O:30])[C:28]2[CH:32]=[CH:33][C:34]([O:35][CH:36]([CH3:38])[CH3:37])=[C:26]([C:24]#[N:25])[CH:27]=2)[CH2:4][CH2:5][OH:6])=[CH:13][CH:12]=1. The yield is 0.780. (5) The reactants are [C:1](=[O:21])(OC1C=CC([N+]([O-])=O)=CC=1)[O:2][CH2:3][CH:4]1[CH2:9][CH2:8][N:7]([CH3:10])[CH2:6][CH2:5]1.CCN(C(C)C)C(C)C.[CH2:31]1[C:40]2[C:35](=[CH:36][CH:37]=[CH:38][CH:39]=2)[CH2:34][CH2:33][NH:32]1. The catalyst is CN(C=O)C. The product is [CH2:31]1[C:40]2[C:35](=[CH:36][CH:37]=[CH:38][CH:39]=2)[CH2:34][CH2:33][N:32]1[C:1]([O:2][CH2:3][CH:4]1[CH2:5][CH2:6][N:7]([CH3:10])[CH2:8][CH2:9]1)=[O:21]. The yield is 0.0930. (6) The reactants are [CH3:1]N(C)C=O.C(N(CC)[CH:10]([CH3:12])[CH3:11])(C)C.Cl.N1(C(N)=N)C=CC=N1.C([N:28]([C:32](=[NH:38])[N:33]1[CH:37]=[CH:36][CH:35]=[N:34]1)[C:29](=[O:31])[OH:30])(C)(C)C.[C:39](O[C:39]([O:41][C:42]([CH3:45])([CH3:44])[CH3:43])=[O:40])([O:41][C:42]([CH3:45])([CH3:44])[CH3:43])=[O:40]. The catalyst is O. The product is [C:42]([O:41][C:39](=[O:40])[NH:38][C:32](=[N:28][C:29]([O:30][C:10]([CH3:11])([CH3:12])[CH3:1])=[O:31])[N:33]1[CH:37]=[CH:36][CH:35]=[N:34]1)([CH3:45])([CH3:44])[CH3:43]. The yield is 0.839. (7) The reactants are [CH2:1]([O:3][C:4](=[O:15])[CH:5]=[CH:6][C:7]1[CH:12]=[C:11]([Cl:13])[CH:10]=[CH:9][C:8]=1[NH2:14])[CH3:2].[C:16]([O:20][C:21]([N:23]1[CH2:28][CH2:27][C:26](=O)[CH2:25][CH2:24]1)=[O:22])([CH3:19])([CH3:18])[CH3:17].C(O[BH-](OC(=O)C)OC(=O)C)(=O)C.[Na+].C(O)(=O)C.C([O-])(O)=O.[Na+]. The catalyst is C(Cl)Cl. The product is [C:16]([O:20][C:21]([N:23]1[CH2:28][CH2:27][CH:26]([NH:14][C:8]2[CH:9]=[CH:10][C:11]([Cl:13])=[CH:12][C:7]=2[CH:6]=[CH:5][C:4]([O:3][CH2:1][CH3:2])=[O:15])[CH2:25][CH2:24]1)=[O:22])([CH3:19])([CH3:17])[CH3:18]. The yield is 0.660.